Dataset: Forward reaction prediction with 1.9M reactions from USPTO patents (1976-2016). Task: Predict the product of the given reaction. The product is: [CH2:1]1[O:36][C:35]2[CH:34]=[CH:33][C:5]([CH2:6][O:7][C:8](=[O:32])[C@H:9]([N:18]([CH2:46][C:41]3[CH:42]=[CH:43][C:44]4[O:45][CH2:37][O:38][C:39]=4[CH:40]=3)[S:19]([C:22]3[C:27]([CH3:28])=[CH:26][C:25]([O:29][CH3:30])=[CH:24][C:23]=3[CH3:31])(=[O:21])=[O:20])[CH2:10][O:11][CH:12]3[CH2:17][CH2:16][CH2:15][CH2:14][O:13]3)=[CH:4][C:3]=2[O:2]1. Given the reactants [CH2:1]1[O:36][C:35]2[CH:34]=[CH:33][C:5]([CH2:6][O:7][C:8](=[O:32])[C@H:9]([NH:18][S:19]([C:22]3[C:27]([CH3:28])=[CH:26][C:25]([O:29][CH3:30])=[CH:24][C:23]=3[CH3:31])(=[O:21])=[O:20])[CH2:10][O:11][CH:12]3[CH2:17][CH2:16][CH2:15][CH2:14][O:13]3)=[CH:4][C:3]=2[O:2]1.[CH2:37]1[O:45][C:44]2[CH:43]=[CH:42][C:41]([CH2:46]O)=[CH:40][C:39]=2[O:38]1.C(P(CCCC)CCCC)CCC.N(C(N1CCCCC1)=O)=NC(N1CCCCC1)=O, predict the reaction product.